Predict the product of the given reaction. From a dataset of Forward reaction prediction with 1.9M reactions from USPTO patents (1976-2016). (1) Given the reactants Cl[C:2]1[CH:7]=[C:6]([N:8]2[CH2:13][CH2:12][O:11][CH2:10][CH2:9]2)[N:5]=[C:4]([N:14]2[C:18]3[CH:19]=[CH:20][CH:21]=[CH:22][C:17]=3[N:16]=[C:15]2[CH:23]([F:25])[F:24])[N:3]=1.C(OC([N:33]1[CH2:38][CH2:37][N:36]([C:39]2[CH:44]=[CH:43][C:42](B3OC(C)(C)C(C)(C)O3)=[CH:41][CH:40]=2)[CH2:35][CH2:34]1)=O)(C)(C)C.C(=O)([O-])[O-].[Na+].[Na+].Cl, predict the reaction product. The product is: [F:24][CH:23]([F:25])[C:15]1[N:14]([C:4]2[N:3]=[C:2]([C:42]3[CH:41]=[CH:40][C:39]([N:36]4[CH2:35][CH2:34][NH:33][CH2:38][CH2:37]4)=[CH:44][CH:43]=3)[CH:7]=[C:6]([N:8]3[CH2:13][CH2:12][O:11][CH2:10][CH2:9]3)[N:5]=2)[C:18]2[CH:19]=[CH:20][CH:21]=[CH:22][C:17]=2[N:16]=1. (2) Given the reactants [CH2:1]([O:4][C:5]([N:7]1[CH2:12][CH2:11][N:10]([C:13](=[O:35])[C@@H:14]([NH:24]C(OCC2C=CC=CC=2)=O)[CH2:15][CH2:16][C:17]([O:19][C:20]([CH3:23])([CH3:22])[CH3:21])=[O:18])[CH2:9][CH2:8]1)=[O:6])[CH2:2][CH3:3], predict the reaction product. The product is: [CH2:1]([O:4][C:5]([N:7]1[CH2:12][CH2:11][N:10]([C:13](=[O:35])[C@@H:14]([NH2:24])[CH2:15][CH2:16][C:17]([O:19][C:20]([CH3:23])([CH3:22])[CH3:21])=[O:18])[CH2:9][CH2:8]1)=[O:6])[CH2:2][CH3:3]. (3) Given the reactants [Si]([O:8][C@H:9]([CH:13]([CH3:15])[CH3:14])[C:10]([OH:12])=O)(C(C)(C)C)(C)C.CCN(C(C)C)C(C)C.CN(C(ON1N=NC2C=CC=NC1=2)=[N+](C)C)C.F[P-](F)(F)(F)(F)F.[CH3:49][N:50]1[C:59]2[C:54](=[CH:55][N:56]=[C:57]([CH3:60])[CH:58]=2)[CH:53]=[C:52]([C:61]2[CH:62]=[C:63]([NH:68]/[C:69](/[NH2:72])=[N:70]/O)[CH:64]=[CH:65][C:66]=2[CH3:67])[C:51]1=[O:73], predict the reaction product. The product is: [OH:8][C@@H:9]([C:10]1[O:12][N:70]=[C:69]([NH:68][C:63]2[CH:64]=[CH:65][C:66]([CH3:67])=[C:61]([C:52]3[C:51](=[O:73])[N:50]([CH3:49])[C:59]4[C:54]([CH:53]=3)=[CH:55][N:56]=[C:57]([CH3:60])[CH:58]=4)[CH:62]=2)[N:72]=1)[CH:13]([CH3:14])[CH3:15]. (4) The product is: [CH2:31]([O:38][C:39]([C:13]1[CH:12]=[C:11]([C:9]([O:8][CH2:1][CH:2]=[CH2:7])=[O:10])[N:19]2[C:14]=1[CH:15]=[CH:16][CH:17]=[CH:18]2)=[O:42])[C:32]1[CH:37]=[CH:36][CH:35]=[CH:34][CH:33]=1. Given the reactants [CH2:1]([O:8][C:9]([C:11]1[N:19]2[C:14]([CH:15]=[CH:16][CH:17]=[CH:18]2)=[C:13](N=C=O)[CH:12]=1)=[O:10])[C:2]1[CH:7]=CC=CC=1.C(OC(=O)CBr)C=C.[CH2:31]([O:38][C:39](=[O:42])CC)[C:32]1[CH:37]=[CH:36][CH:35]=[CH:34][CH:33]=1, predict the reaction product.